Dataset: Reaction yield outcomes from USPTO patents with 853,638 reactions. Task: Predict the reaction yield, written as a fraction of the theoretical maximum amount of product (1.0 means a 100% yield; for example, 0.34 means a 34% yield). (1) The reactants are [CH:1]1([CH2:6][CH:7]([C:11]2[CH:16]=[CH:15][C:14]([I:17])=[CH:13][CH:12]=2)[C:8]([OH:10])=[O:9])[CH2:5][CH2:4][CH2:3][CH2:2]1.[CH3:18]O. The catalyst is S(=O)(=O)(O)O. The product is [CH3:18][O:9][C:8](=[O:10])[CH:7]([C:11]1[CH:16]=[CH:15][C:14]([I:17])=[CH:13][CH:12]=1)[CH2:6][CH:1]1[CH2:5][CH2:4][CH2:3][CH2:2]1. The yield is 0.970. (2) The reactants are [F:1][C:2]1[CH:7]=[C:6]([CH2:8][OH:9])[CH:5]=[CH:4][N:3]=1.[S:10](Cl)([CH3:13])(=[O:12])=[O:11]. The catalyst is C(Cl)Cl. The product is [F:1][C:2]1[CH:7]=[C:6]([CH2:8][O:9][S:10]([CH3:13])(=[O:12])=[O:11])[CH:5]=[CH:4][N:3]=1. The yield is 0.770. (3) The reactants are [C:1]([C:9]1[CH:25]=[CH:24][C:12]2[N:13]=[C:14]([C:16]3[CH:17]=[C:18]([C:21](O)=[O:22])[NH:19][CH:20]=3)[NH:15][C:11]=2[CH:10]=1)(=[O:8])[C:2]1[CH:7]=[CH:6][CH:5]=[CH:4][CH:3]=1.[NH:26]1[CH2:30][CH2:29][CH2:28][CH2:27]1.Cl.C(N=C=NCCCN(C)C)C.O.ON1C2C=CC=CC=2N=N1. The catalyst is CN(C)C=O.N1C=CC=CC=1.O. The product is [C:1]([C:9]1[CH:25]=[CH:24][C:12]2[N:13]=[C:14]([C:16]3[CH:17]=[C:18]([C:21]([N:26]4[CH2:30][CH2:29][CH2:28][CH2:27]4)=[O:22])[NH:19][CH:20]=3)[NH:15][C:11]=2[CH:10]=1)(=[O:8])[C:2]1[CH:3]=[CH:4][CH:5]=[CH:6][CH:7]=1. The yield is 0.780. (4) The reactants are [CH2:1]([C:3]1[N:4]([C:28]2[CH:33]=[CH:32][C:31]([OH:34])=[CH:30][CH:29]=2)[C:5](=[O:27])[C:6]([CH2:12][C:13]2[CH:18]=[CH:17][C:16]([C:19]3[C:20]([C:25]#[N:26])=[CH:21][CH:22]=[CH:23][CH:24]=3)=[CH:15][CH:14]=2)=[C:7]([CH2:9][CH2:10][CH3:11])[N:8]=1)[CH3:2].[O:35]1[C:39]2([CH2:44][CH2:43][CH:42](O)[CH2:41][CH2:40]2)[O:38][CH2:37][CH2:36]1.N(C(OC(C)C)=O)=NC(OC(C)C)=O.C1(P(C2C=CC=CC=2)C2C=CC=CC=2)C=CC=CC=1. The catalyst is C(OCC)(=O)C.O1CCCC1. The product is [O:35]1[C:39]2([CH2:44][CH2:43][CH:42]([O:34][C:31]3[CH:32]=[CH:33][C:28]([N:4]4[C:5](=[O:27])[C:6]([CH2:12][C:13]5[CH:18]=[CH:17][C:16]([C:19]6[C:20]([C:25]#[N:26])=[CH:21][CH:22]=[CH:23][CH:24]=6)=[CH:15][CH:14]=5)=[C:7]([CH2:9][CH2:10][CH3:11])[N:8]=[C:3]4[CH2:1][CH3:2])=[CH:29][CH:30]=3)[CH2:41][CH2:40]2)[O:38][CH2:37][CH2:36]1. The yield is 0.980. (5) The reactants are C(OC([N:8]1[CH2:12][C@@H:11]([OH:13])[C@H:10]([N:14]2[CH2:20][CH2:19][CH2:18][N:17]([C:21]3[CH:26]=[CH:25][C:24]([Cl:27])=[CH:23][CH:22]=3)[CH2:16][CH2:15]2)[CH2:9]1)=O)(C)(C)C.Cl.O1CCOCC1. The catalyst is C(Cl)Cl. The product is [Cl:27][C:24]1[CH:25]=[CH:26][C:21]([N:17]2[CH2:18][CH2:19][CH2:20][N:14]([C@@H:10]3[CH2:9][NH:8][CH2:12][C@H:11]3[OH:13])[CH2:15][CH2:16]2)=[CH:22][CH:23]=1. The yield is -1.00.